From a dataset of Full USPTO retrosynthesis dataset with 1.9M reactions from patents (1976-2016). Predict the reactants needed to synthesize the given product. (1) Given the product [F:14][C:2]([F:1])([F:13])[C:3]1[CH:11]=[C:10]2[C:6]([CH2:7][O:8][CH:9]2[OH:12])=[CH:5][CH:4]=1, predict the reactants needed to synthesize it. The reactants are: [F:1][C:2]([F:14])([F:13])[C:3]1[CH:11]=[C:10]2[C:6]([CH2:7][O:8][C:9]2=[O:12])=[CH:5][CH:4]=1.[H-].C([Al+]CC(C)C)C(C)C.[Cl-].[NH4+].C(OCC)(=O)C. (2) Given the product [F:11][C:12]1[CH:38]=[CH:37][C:15]([CH2:16][N:17]2[C:22](=[O:23])[C:21]3[C:24]([O:33][CH3:34])=[C:25]4[C:30](=[O:31])[N:29]([CH3:32])[CH2:28][CH2:27][N:26]4[C:20]=3[C:19]([CH:35]=[O:36])=[N:18]2)=[CH:14][CH:13]=1, predict the reactants needed to synthesize it. The reactants are: C(Cl)(=O)C(Cl)=O.CS(C)=O.[F:11][C:12]1[CH:38]=[CH:37][C:15]([CH2:16][N:17]2[C:22](=[O:23])[C:21]3[C:24]([O:33][CH3:34])=[C:25]4[C:30](=[O:31])[N:29]([CH3:32])[CH2:28][CH2:27][N:26]4[C:20]=3[C:19]([CH2:35][OH:36])=[N:18]2)=[CH:14][CH:13]=1.C(N(CC)CC)C. (3) Given the product [CH2:1]([O:8][C:12]1[C:22]2[C:21](=[O:23])[N:20]([CH2:24][CH3:25])[CH2:19][C:18]([CH3:26])([CH3:27])[O:17][C:16]=2[N:15]=[C:14]([S:28][CH3:29])[N:13]=1)[C:2]1[CH:7]=[CH:6][CH:5]=[CH:4][CH:3]=1, predict the reactants needed to synthesize it. The reactants are: [CH2:1]([OH:8])[C:2]1[CH:7]=[CH:6][CH:5]=[CH:4][CH:3]=1.[H-].[Na+].Cl[C:12]1[C:22]2[C:21](=[O:23])[N:20]([CH2:24][CH3:25])[CH2:19][C:18]([CH3:27])([CH3:26])[O:17][C:16]=2[N:15]=[C:14]([S:28][CH3:29])[N:13]=1.O. (4) Given the product [NH:2]([C:18]([C:17]1[C:16]([S:25][CH3:26])=[C:15]([NH:14][C:13]2[CH:12]=[C:11]([NH:27][C:28]3[CH:33]=[CH:32][CH:31]=[CH:30][N:29]=3)[N:10]=[N:9][C:8]=2[C:6]([NH:5][CH3:4])=[O:7])[CH:24]=[CH:23][CH:22]=1)=[O:19])[NH2:3], predict the reactants needed to synthesize it. The reactants are: O.[NH2:2][NH2:3].[CH3:4][NH:5][C:6]([C:8]1[N:9]=[N:10][C:11]([NH:27][C:28]2[CH:33]=[CH:32][CH:31]=[CH:30][N:29]=2)=[CH:12][C:13]=1[NH:14][C:15]1[C:16]([S:25][CH3:26])=[C:17]([CH:22]=[CH:23][CH:24]=1)[C:18](OC)=[O:19])=[O:7]. (5) Given the product [OH:52][C:49]1[CH:48]=[CH:47][C:46]([C:14]2[C:12]3[NH:13][C:9]([C:8]([C:5]4[CH:6]=[CH:7][C:2]([O:1][CH2:59][CH2:60][CH2:61][CH2:62][CH2:63][CH2:64][CH2:65][CH3:66])=[CH:3][CH:4]=4)=[C:28]4[N:29]=[C:25]([C:24]([C:30]5[CH:31]=[CH:32][C:33]([OH:36])=[CH:34][CH:35]=5)=[C:23]5[NH:37][C:20](=[C:19]([C:38]6[CH:43]=[CH:42][C:41]([OH:44])=[CH:40][CH:39]=6)[C:18]6[CH:17]=[CH:16][C:15]=2[N:45]=6)[CH:21]=[CH:22]5)[CH:26]=[CH:27]4)=[CH:10][CH:11]=3)=[CH:51][CH:50]=1, predict the reactants needed to synthesize it. The reactants are: [OH:1][C:2]1[CH:7]=[CH:6][C:5]([C:8]2[C:9]3[NH:13][C:12]([C:14]([C:46]4[CH:51]=[CH:50][C:49]([OH:52])=[CH:48][CH:47]=4)=[C:15]4[N:45]=[C:18]([C:19]([C:38]5[CH:43]=[CH:42][C:41]([OH:44])=[CH:40][CH:39]=5)=[C:20]5[NH:37][C:23](=[C:24]([C:30]6[CH:35]=[CH:34][C:33]([OH:36])=[CH:32][CH:31]=6)[C:25]6[CH:26]=[CH:27][C:28]=2[N:29]=6)[CH:22]=[CH:21]5)[CH:17]=[CH:16]4)=[CH:11][CH:10]=3)=[CH:4][CH:3]=1.C(=O)([O-])[O-].[K+].[K+].[CH2:59](Br)[CH2:60][CH2:61][CH2:62][CH2:63][CH2:64][CH2:65][CH3:66]. (6) Given the product [CH2:1]([C@@:5]1([C:21]([O:23][C:24]([CH3:25])([CH3:27])[CH3:26])=[O:22])[CH2:9][C@H:8]([C:10]2[CH:15]=[N:14][CH:13]=[CH:12][N:11]=2)[C@H:7]([C:16]2[S:17][CH:18]=[CH:19][N:20]=2)[N:6]1[C:33](=[O:34])[C:32]1[CH:36]=[CH:37][C:38]([C:39]([CH3:40])([CH3:41])[CH3:42])=[C:30]([O:29][CH3:28])[CH:31]=1)[CH:2]([CH3:4])[CH3:3], predict the reactants needed to synthesize it. The reactants are: [CH2:1]([C@@:5]1([C:21]([O:23][C:24]([CH3:27])([CH3:26])[CH3:25])=[O:22])[CH2:9][C@H:8]([C:10]2[CH:15]=[N:14][CH:13]=[CH:12][N:11]=2)[C@H:7]([C:16]2[S:17][CH:18]=[CH:19][N:20]=2)[NH:6]1)[CH:2]([CH3:4])[CH3:3].[CH3:28][O:29][C:30]1[CH:31]=[C:32]([CH:36]=[CH:37][C:38]=1[C:39]([CH3:42])([CH3:41])[CH3:40])[C:33](Cl)=[O:34].C(N(CC)CC)C. (7) Given the product [NH2:24][C:23]1[N:22]=[C:21]2[NH:25][C:14]([CH3:15])=[C:8]([C:9]([O:11][CH2:12][CH3:13])=[O:10])[CH:7]([C:6]3[CH:17]=[CH:18][C:3]([C:1]#[N:2])=[CH:4][CH:5]=3)[N:20]2[N:19]=1, predict the reactants needed to synthesize it. The reactants are: [C:1]([C:3]1[CH:18]=[CH:17][C:6]([CH:7]=[C:8]([C:14](=O)[CH3:15])[C:9]([O:11][CH2:12][CH3:13])=[O:10])=[CH:5][CH:4]=1)#[N:2].[NH:19]1[C:23]([NH2:24])=[N:22][C:21]([NH2:25])=[N:20]1.C(=O)(O)[O-].[Na+].